From a dataset of Catalyst prediction with 721,799 reactions and 888 catalyst types from USPTO. Predict which catalyst facilitates the given reaction. (1) Reactant: [CH:1]1[C:10]2[C:5](=[CH:6][CH:7]=[CH:8][CH:9]=2)[CH:4]=[CH:3][C:2]=1B(O)O.[F:14][C:15]1[CH:16]=[C:17]([CH:27]([NH:29][C:30]([C:32]2[N:33]=[C:34](Cl)[O:35][CH:36]=2)=[O:31])[CH3:28])[CH:18]=[C:19]([F:26])[C:20]=1[NH:21][S:22]([CH3:25])(=[O:24])=[O:23].C([O-])([O-])=O.[Cs+].[Cs+]. Product: [F:26][C:19]1[CH:18]=[C:17]([CH:27]([NH:29][C:30]([C:32]2[N:33]=[C:34]([C:2]3[CH:3]=[CH:4][C:5]4[C:10](=[CH:9][CH:8]=[CH:7][CH:6]=4)[CH:1]=3)[O:35][CH:36]=2)=[O:31])[CH3:28])[CH:16]=[C:15]([F:14])[C:20]=1[NH:21][S:22]([CH3:25])(=[O:24])=[O:23]. The catalyst class is: 235. (2) Reactant: [C:1]([C:3]1[N:8]=[C:7]([CH2:9][CH2:10][CH2:11][CH2:12][CH2:13][CH2:14][C:15]([O:17][CH2:18][CH2:19][Si:20]([CH3:23])([CH3:22])[CH3:21])=[O:16])[CH:6]=[CH:5][CH:4]=1)#[N:2].[C:24](OC)(=[O:32])[C:25]1[C:26](=[CH:28][CH:29]=[CH:30][CH:31]=1)[SH:27].C(N(CC)CC)C. Product: [O:32]=[C:24]1[C:25]2[CH:31]=[CH:30][CH:29]=[CH:28][C:26]=2[S:27][C:1]([C:3]2[N:8]=[C:7]([CH2:9][CH2:10][CH2:11][CH2:12][CH2:13][CH2:14][C:15]([O:17][CH2:18][CH2:19][Si:20]([CH3:22])([CH3:23])[CH3:21])=[O:16])[CH:6]=[CH:5][CH:4]=2)=[N:2]1. The catalyst class is: 11.